This data is from Reaction yield outcomes from USPTO patents with 853,638 reactions. The task is: Predict the reaction yield, written as a fraction of the theoretical maximum amount of product (1.0 means a 100% yield; for example, 0.34 means a 34% yield). (1) The reactants are [C:1]([C:4]1[CH:8]=[C:7]([C:9]([OH:11])=O)[NH:6][N:5]=1)(=[O:3])[CH3:2].[Cl:12][C:13]1[CH:14]=[C:15]([C:20]2[CH:24]=[CH:23][N:22]([CH2:25][C@@H:26]([NH2:28])[CH3:27])[N:21]=2)[CH:16]=[CH:17][C:18]=1[Cl:19]. No catalyst specified. The product is [C:1]([C:4]1[CH:8]=[C:7]([C:9]([NH:28][C@@H:26]([CH3:27])[CH2:25][N:22]2[CH:23]=[CH:24][C:20]([C:15]3[CH:16]=[CH:17][C:18]([Cl:19])=[C:13]([Cl:12])[CH:14]=3)=[N:21]2)=[O:11])[NH:6][N:5]=1)(=[O:3])[CH3:2]. The yield is 0.126. (2) The reactants are I[C:2]1[CH:23]=[CH:22][C:5]([C:6]([NH:8][S:9]([C:12]2[CH:17]=[CH:16][CH:15]=[CH:14][C:13]=2[S:18](=[O:21])(=[O:20])[NH2:19])(=[O:11])=[O:10])=[O:7])=[CH:4][CH:3]=1.[CH:24]1([C:27]([CH:31]2[CH2:33][CH2:32]2)([OH:30])[C:28]#[CH:29])[CH2:26][CH2:25]1.C(N(CC)CC)C.O. The catalyst is CN(C)C=O.[Cu]I.C1C=CC([P]([Pd]([P](C2C=CC=CC=2)(C2C=CC=CC=2)C2C=CC=CC=2)([P](C2C=CC=CC=2)(C2C=CC=CC=2)C2C=CC=CC=2)[P](C2C=CC=CC=2)(C2C=CC=CC=2)C2C=CC=CC=2)(C2C=CC=CC=2)C2C=CC=CC=2)=CC=1.C(OCC)(=O)C. The product is [CH:24]1([C:27]([CH:31]2[CH2:33][CH2:32]2)([OH:30])[C:28]#[C:29][C:2]2[CH:23]=[CH:22][C:5]([C:6]([NH:8][S:9]([C:12]3[CH:17]=[CH:16][CH:15]=[CH:14][C:13]=3[S:18](=[O:21])(=[O:20])[NH2:19])(=[O:11])=[O:10])=[O:7])=[CH:4][CH:3]=2)[CH2:26][CH2:25]1. The yield is 0.400. (3) The reactants are [C:1]1(=[O:6])[CH2:5][CH2:4][CH2:3][CH2:2]1.N1C=CC=CC=1.[S:13](O[S:13]([C:16]([F:19])([F:18])[F:17])(=[O:15])=[O:14])([C:16]([F:19])([F:18])[F:17])(=[O:15])=[O:14]. The catalyst is C(Cl)Cl. The product is [C:1]1([O:6][S:13]([C:16]([F:19])([F:18])[F:17])(=[O:15])=[O:14])[CH2:5][CH2:4][CH2:3][CH:2]=1. The yield is 0.220. (4) The reactants are [F:1][C:2]1[CH:3]=[C:4]([C:13]2[CH:18]=[CH:17][C:16]([O:19][CH2:20][CH:21]3[CH2:26][CH2:25][N:24]([CH2:27][C:28]4([C:32]([F:35])([F:34])[F:33])[CH2:31][CH2:30][CH2:29]4)[CH2:23][CH2:22]3)=[C:15]([F:36])[CH:14]=2)[CH:5]=[CH:6][C:7]=1[C:8]([O:10]CC)=[O:9].O[Li].O. The catalyst is C1COCC1.O. The product is [F:1][C:2]1[CH:3]=[C:4]([C:13]2[CH:18]=[CH:17][C:16]([O:19][CH2:20][CH:21]3[CH2:22][CH2:23][N:24]([CH2:27][C:28]4([C:32]([F:35])([F:33])[F:34])[CH2:29][CH2:30][CH2:31]4)[CH2:25][CH2:26]3)=[C:15]([F:36])[CH:14]=2)[CH:5]=[CH:6][C:7]=1[C:8]([OH:10])=[O:9]. The yield is 0.910. (5) The reactants are [Cl:1][C:2]1[CH:7]=[CH:6][C:5]([C:8]2[CH:13]=[CH:12][NH:11][C:10](=[O:14])[CH:9]=2)=[C:4]([O:15][CH3:16])[CH:3]=1.Br[C:18]1[CH:19]=[CH:20][C:21]2[C:22]3[CH2:31][N:30]([C:32]([O:34][C:35]([CH3:38])([CH3:37])[CH3:36])=[O:33])[CH2:29][CH2:28][C:23]=3[N:24]([CH3:27])[C:25]=2[CH:26]=1.OC1C=CC=C2C=1N=CC=C2.C([O-])([O-])=O.[Cs+].[Cs+]. The catalyst is CS(C)=O.[Cu]I. The yield is 0.440. The product is [Cl:1][C:2]1[CH:7]=[CH:6][C:5]([C:8]2[CH:13]=[CH:12][N:11]([C:18]3[CH:19]=[CH:20][C:21]4[C:22]5[CH2:31][N:30]([C:32]([O:34][C:35]([CH3:38])([CH3:37])[CH3:36])=[O:33])[CH2:29][CH2:28][C:23]=5[N:24]([CH3:27])[C:25]=4[CH:26]=3)[C:10](=[O:14])[CH:9]=2)=[C:4]([O:15][CH3:16])[CH:3]=1.